From a dataset of Catalyst prediction with 721,799 reactions and 888 catalyst types from USPTO. Predict which catalyst facilitates the given reaction. Reactant: CC(C)([O-])C.[K+].[CH3:7][C:8]1[CH:9]=[CH:10][CH:11]=[C:12]2[C:16]=1[NH:15][CH:14]=[CH:13]2.[F:17][C:18]1[CH:23]=[C:22](F)[CH:21]=[C:20]([F:25])[N:19]=1. Product: [F:17][C:18]1[CH:23]=[C:22]([N:15]2[C:16]3[C:12](=[CH:11][CH:10]=[CH:9][C:8]=3[CH3:7])[CH:13]=[CH:14]2)[CH:21]=[C:20]([F:25])[N:19]=1. The catalyst class is: 549.